From a dataset of Reaction yield outcomes from USPTO patents with 853,638 reactions. Predict the reaction yield, written as a fraction of the theoretical maximum amount of product (1.0 means a 100% yield; for example, 0.34 means a 34% yield). (1) The reactants are [CH3:1][C:2]1[CH:3]=[CH:4][C:5]([NH2:8])=[N:6][CH:7]=1.[Al](Cl)(C)C.[CH3:13][N:14]1[C:22](=[O:23])[C:21]2[C:16](=[C:17]([O:28][C:29]3[CH:34]=[CH:33][C:32]([S:35]([CH3:38])(=[O:37])=[O:36])=[CH:31][CH:30]=3)[CH:18]=[C:19]([C:24](OC)=[O:25])[CH:20]=2)[CH2:15]1. The catalyst is ClCCCl.C(Cl)Cl. The product is [CH3:13][N:14]1[C:22](=[O:23])[C:21]2[C:16](=[C:17]([O:28][C:29]3[CH:30]=[CH:31][C:32]([S:35]([CH3:38])(=[O:37])=[O:36])=[CH:33][CH:34]=3)[CH:18]=[C:19]([C:24]([NH:8][C:5]3[CH:4]=[CH:3][C:2]([CH3:1])=[CH:7][N:6]=3)=[O:25])[CH:20]=2)[CH2:15]1. The yield is 0.850. (2) The reactants are C1N=CN([C:6]([N:8]2C=N[CH:10]=[CH:9]2)=[O:7])C=1.NC1C=[C:18]([N+:20]([O-:22])=[O:21])[CH:17]=[CH:16][C:15]=1[OH:23]. The catalyst is CN(C=O)C. The product is [N+:20]([C:18]1[CH:17]=[CH:16][C:15]2[O:23][C:6](=[O:7])[NH:8][C:9]=2[CH:10]=1)([O-:22])=[O:21]. The yield is 0.800. (3) The reactants are [CH3:1][C:2]1[NH:3][C:4]2[C:9]([C:10]=1[CH:11]=O)=[CH:8][CH:7]=[CH:6][CH:5]=2.[CH3:13][NH2:14].[BH4-].[Na+]. The catalyst is CO. The product is [CH3:1][C:2]1[NH:3][C:4]2[C:9]([C:10]=1[CH2:11][NH:14][CH3:13])=[CH:8][CH:7]=[CH:6][CH:5]=2. The yield is 0.630. (4) The reactants are [NH2:1][C:2]1[CH:3]=[C:4]([CH:8]=[CH:9][C:10]=1[S:11][C:12]1[CH:17]=[CH:16][CH:15]=[CH:14][C:13]=1[C:18]([OH:20])=O)[C:5]([OH:7])=[O:6].C(N1C=CN=C1)(N1C=CN=C1)=O. The catalyst is C1COCC1. The product is [O:20]=[C:18]1[C:13]2[CH:14]=[CH:15][CH:16]=[CH:17][C:12]=2[S:11][C:10]2[CH:9]=[CH:8][C:4]([C:5]([OH:7])=[O:6])=[CH:3][C:2]=2[NH:1]1. The yield is 0.870. (5) The reactants are [Cl:1][C:2]1[CH:7]=[CH:6][C:5]([C:8]2[CH:9]=[N:10][CH:11]=[C:12]3[C:17]=2[N:16]=[C:15]([C:18]([OH:20])=O)[CH:14]=[CH:13]3)=[CH:4][CH:3]=1.C(N(CC)C(C)C)(C)C.F[P-](F)(F)(F)(F)F.N1(OC(N(C)C)=[N+](C)C)C2N=CC=CC=2N=N1.[CH3:54][C:55]([NH2:58])([CH3:57])[CH3:56]. The catalyst is CN(C)C=O. The product is [C:55]([NH:58][C:18]([C:15]1[CH:14]=[CH:13][C:12]2[C:17](=[C:8]([C:5]3[CH:4]=[CH:3][C:2]([Cl:1])=[CH:7][CH:6]=3)[CH:9]=[N:10][CH:11]=2)[N:16]=1)=[O:20])([CH3:57])([CH3:56])[CH3:54]. The yield is 0.0900. (6) The reactants are C(O[C:6]([N:8]1[CH2:13][CH2:12][N:11]([C:14](=[O:23])[C:15]2[CH:20]=[CH:19][C:18]([CH:21]=O)=[CH:17][CH:16]=2)[CH2:10][CH2:9]1)=O)(C)(C)C.C(C1C=C[C:30]([CH:31]=[O:32])=CC=1)(O)=O.C(OC([N:42]1CCN[CH2:44][CH2:43]1)=O)(C)(C)C.[CH:48]1C=CC2N(O)N=NC=2[CH:53]=1. The catalyst is C(Cl)Cl.CN(C1C=CN=CC=1)C.C(Cl)CCl. The product is [CH:6]1([N:8]2[CH2:9][CH2:10][N:11]([C:14]([C:15]3[CH:16]=[CH:17][C:18]([CH2:21][N:42]4[CH2:30][CH2:31][O:32][CH2:44][CH2:43]4)=[CH:19][CH:20]=3)=[O:23])[CH2:12][CH2:13]2)[CH2:53][CH2:48]1. The yield is 0.780.